Dataset: Reaction yield outcomes from USPTO patents with 853,638 reactions. Task: Predict the reaction yield, written as a fraction of the theoretical maximum amount of product (1.0 means a 100% yield; for example, 0.34 means a 34% yield). (1) The reactants are Cl[C:2]1[C:11]2[C:6](=[CH:7][C:8]([O:14][CH2:15][CH2:16][CH2:17][N:18]3[CH2:23][CH2:22][N:21]([CH3:24])[CH2:20][C:19]3=[O:25])=[C:9]([O:12][CH3:13])[CH:10]=2)[N:5]=[CH:4][N:3]=1.[Cl:26][C:27]1[CH:35]=[C:34]([C:36]#[C:37][C:38]2[CH:43]=[CH:42][CH:41]=[CH:40][N:39]=2)[C:30]2[O:31][CH2:32][O:33][C:29]=2[C:28]=1[NH2:44].C[Si]([N-][Si](C)(C)C)(C)C.[Na+]. The catalyst is CN(C=O)C. The product is [Cl:26][C:27]1[CH:35]=[C:34]([C:36]#[C:37][C:38]2[CH:43]=[CH:42][CH:41]=[CH:40][N:39]=2)[C:30]2[O:31][CH2:32][O:33][C:29]=2[C:28]=1[NH:44][C:2]1[C:11]2[C:6](=[CH:7][C:8]([O:14][CH2:15][CH2:16][CH2:17][N:18]3[CH2:23][CH2:22][N:21]([CH3:24])[CH2:20][C:19]3=[O:25])=[C:9]([O:12][CH3:13])[CH:10]=2)[N:5]=[CH:4][N:3]=1. The yield is 0.800. (2) The reactants are [NH2:1][CH2:2][CH:3]([C:10]1[CH:15]=[CH:14][CH:13]=[C:12]([Cl:16])[CH:11]=1)[CH2:4][C:5](OCC)=[O:6]. The yield is 0.492. The product is [Cl:16][C:12]1[CH:11]=[C:10]([CH:3]2[CH2:2][NH:1][C:5](=[O:6])[CH2:4]2)[CH:15]=[CH:14][CH:13]=1. The catalyst is C1(C)C=CC=CC=1.